This data is from Catalyst prediction with 721,799 reactions and 888 catalyst types from USPTO. The task is: Predict which catalyst facilitates the given reaction. (1) Reactant: C([O:3][C:4]([C:6]1[S:15][C:14]2[C:13]3[CH:16]=[C:17]([Br:20])[CH:18]=[CH:19][C:12]=3[O:11][CH2:10][CH2:9][C:8]=2[CH:7]=1)=[O:5])C.[OH-].[Na+].CCO. Product: [Br:20][C:17]1[CH:18]=[CH:19][C:12]2[O:11][CH2:10][CH2:9][C:8]3[CH:7]=[C:6]([C:4]([OH:5])=[O:3])[S:15][C:14]=3[C:13]=2[CH:16]=1. The catalyst class is: 20. (2) Reactant: CN(C)S([N:6]1[C:10]([CH2:11][NH:12][C:13]2[CH:18]=[CH:17][C:16]([F:19])=[C:15]([CH:20]3[O:24][CH2:23][CH2:22][O:21]3)[C:14]=2[F:25])=[CH:9][N:8]=[CH:7]1)(=O)=O.Cl.O1CCO[CH2:30][CH2:29]1. Product: [O:24]1[CH2:23][CH2:22][O:21][CH:20]1[C:15]1[C:14]([F:25])=[C:13]([N:12]([CH2:29][CH3:30])[CH2:11][C:10]2[NH:6][CH:7]=[N:8][CH:9]=2)[CH:18]=[CH:17][C:16]=1[F:19]. The catalyst class is: 7. (3) Reactant: Cl.[NH2:2][C:3]1[N:32]=[C:6]2[N:7]([C:22]3[CH:27]=[CH:26][CH:25]=[C:24]([C:28]([F:31])([F:30])[F:29])[CH:23]=3)[C:8]([CH3:21])=[C:9]([C:19]#[N:20])[C@@H:10]([C:11]3[CH:16]=[CH:15][C:14]([C:17]#[N:18])=[CH:13][CH:12]=3)[N:5]2[N:4]=1.[CH3:33][O:34][CH2:35][CH2:36][O:37][CH2:38][CH2:39][O:40][CH2:41][C:42](Cl)=[O:43]. Product: [C:19]([C:9]1[C@@H:10]([C:11]2[CH:16]=[CH:15][C:14]([C:17]#[N:18])=[CH:13][CH:12]=2)[N:5]2[N:4]=[C:3]([NH:2][C:42](=[O:43])[CH2:41][O:40][CH2:39][CH2:38][O:37][CH2:36][CH2:35][O:34][CH3:33])[N:32]=[C:6]2[N:7]([C:22]2[CH:27]=[CH:26][CH:25]=[C:24]([C:28]([F:29])([F:31])[F:30])[CH:23]=2)[C:8]=1[CH3:21])#[N:20]. The catalyst class is: 17. (4) Reactant: CS(O[CH2:6][CH2:7][N:8]1[C:16]2[N:15]=[C:14]([NH2:17])[N:13]3[N:18]=[C:19]([C:21]4[O:22][CH:23]=[CH:24][CH:25]=4)[N:20]=[C:12]3[C:11]=2[CH:10]=[CH:9]1)(=O)=O.Cl.Cl.[F:28][C:29]1[CH:34]=[C:33]([F:35])[CH:32]=[CH:31][C:30]=1[CH2:36][CH2:37][CH2:38][N:39]1[CH2:44][CH2:43][NH:42][CH2:41][CH2:40]1.CCN(C(C)C)C(C)C. Product: [F:28][C:29]1[CH:34]=[C:33]([F:35])[CH:32]=[CH:31][C:30]=1[CH2:36][CH2:37][CH2:38][N:39]1[CH2:40][CH2:41][N:42]([CH2:6][CH2:7][N:8]2[C:16]3[N:15]=[C:14]([NH2:17])[N:13]4[N:18]=[C:19]([C:21]5[O:22][CH:23]=[CH:24][CH:25]=5)[N:20]=[C:12]4[C:11]=3[CH:10]=[CH:9]2)[CH2:43][CH2:44]1. The catalyst class is: 3.